The task is: Predict which catalyst facilitates the given reaction.. This data is from Catalyst prediction with 721,799 reactions and 888 catalyst types from USPTO. (1) Reactant: [F:1][C:2]1[CH:3]=[C:4]([C:9]#[C:10][CH:11]=[C:12]2[CH2:17][CH2:16][NH:15][CH2:14][CH2:13]2)[CH:5]=[C:6]([F:8])[CH:7]=1.Cl[C:19]1[C:24]([N+:25]([O-:27])=[O:26])=[CH:23][CH:22]=[C:21]([O:28][CH3:29])[N:20]=1.C(=O)([O-])[O-].[K+].[K+].O. Product: [F:1][C:2]1[CH:3]=[C:4]([C:9]#[C:10][CH:11]=[C:12]2[CH2:13][CH2:14][N:15]([C:19]3[C:24]([N+:25]([O-:27])=[O:26])=[CH:23][CH:22]=[C:21]([O:28][CH3:29])[N:20]=3)[CH2:16][CH2:17]2)[CH:5]=[C:6]([F:8])[CH:7]=1. The catalyst class is: 80. (2) Reactant: Cl[C:2]1[C:7]([N+:8]([O-:10])=[O:9])=[CH:6][CH:5]=[CH:4][N:3]=1.[C:11]([O-])([O-])=O.[K+].[K+]. Product: [CH3:11][C:2]1[C:7]([N+:8]([O-:10])=[O:9])=[CH:6][CH:5]=[CH:4][N:3]=1. The catalyst class is: 203. (3) Reactant: [I:1][C:2]1[C:10]2[C:5](=[N:6][CH:7]=[N:8][C:9]=2[NH2:11])[NH:4][N:3]=1.O[C@H:13]1[CH2:17][CH2:16][N:15]([C:18]([O:20][C:21]([CH3:24])([CH3:23])[CH3:22])=[O:19])[CH2:14]1.C1C=CC(P(C2C=CC=CC=2)C2C=CC=CC=2)=CC=1.CC(OC(/N=N/C(OC(C)C)=O)=O)C. Product: [NH2:11][C:9]1[N:8]=[CH:7][N:6]=[C:5]2[N:4]([C@@H:17]3[CH2:13][CH2:14][N:15]([C:18]([O:20][C:21]([CH3:24])([CH3:23])[CH3:22])=[O:19])[CH2:16]3)[N:3]=[C:2]([I:1])[C:10]=12. The catalyst class is: 1. (4) Reactant: [CH3:1][S:2](Cl)(=[O:4])=[O:3].C1COCC1.[OH:11][CH2:12][CH2:13][CH2:14][N:15]([CH2:28][CH2:29][N:30]1[CH:35]=[CH:34][C:33]2[CH:36]=[CH:37][O:38][C:32]=2[C:31]1=[O:39])[S:16]([C:19]1[CH:24]=[CH:23][CH:22]=[CH:21][C:20]=1[N+:25]([O-:27])=[O:26])(=[O:18])=[O:17].C(N(CC)CC)C. Product: [CH3:1][S:2]([O:11][CH2:12][CH2:13][CH2:14][N:15]([S:16]([C:19]1[CH:24]=[CH:23][CH:22]=[CH:21][C:20]=1[N+:25]([O-:27])=[O:26])(=[O:17])=[O:18])[CH2:28][CH2:29][N:30]1[CH:35]=[CH:34][C:33]2[CH:36]=[CH:37][O:38][C:32]=2[C:31]1=[O:39])(=[O:4])=[O:3]. The catalyst class is: 46. (5) Reactant: I[C:2]1[CH:9]=[CH:8][C:5]([C:6]#[N:7])=[C:4]([O:10][CH3:11])[CH:3]=1.[CH3:12][C:13]1([CH3:21])[C:17](=[O:18])[CH:16]([CH3:19])[NH:15][C:14]1=[O:20].C(=O)([O-])[O-].[Cs+].[Cs+].C1(P(C2C=CC=CC=2)C2C3OC4C(=CC=CC=4P(C4C=CC=CC=4)C4C=CC=CC=4)C(C)(C)C=3C=CC=2)C=CC=CC=1. Product: [CH3:11][O:10][C:4]1[CH:3]=[C:2]([N:15]2[CH:16]([CH3:19])[C:17](=[O:18])[C:13]([CH3:21])([CH3:12])[C:14]2=[O:20])[CH:9]=[CH:8][C:5]=1[C:6]#[N:7]. The catalyst class is: 110.